This data is from Catalyst prediction with 721,799 reactions and 888 catalyst types from USPTO. The task is: Predict which catalyst facilitates the given reaction. (1) Reactant: [CH3:1][C:2]1[C:10]2[O:9][C:8]([C:11]3[CH:33]=[CH:32][C:14]([O:15][C:16]4[CH:21]=[CH:20][N:19]=[C:18]5[NH:22][N:23]=[C:24]([NH:25][C@@H:26]6[CH2:31][CH2:30][CH2:29][NH:28][CH2:27]6)[C:17]=45)=[CH:13][CH:12]=3)=[N:7][C:6]=2[CH:5]=[CH:4][CH:3]=1.[CH2:34]([N:36]=[C:37]=[O:38])[CH3:35].[NH4+].[Cl-].CO. Product: [CH2:34]([NH:36][C:37]([N:28]1[CH2:29][CH2:30][CH2:31][C@@H:26]([NH:25][C:24]2[C:17]3[C:18](=[N:19][CH:20]=[CH:21][C:16]=3[O:15][C:14]3[CH:32]=[CH:33][C:11]([C:8]4[O:9][C:10]5[C:2]([CH3:1])=[CH:3][CH:4]=[CH:5][C:6]=5[N:7]=4)=[CH:12][CH:13]=3)[NH:22][N:23]=2)[CH2:27]1)=[O:38])[CH3:35]. The catalyst class is: 2. (2) Reactant: [CH3:1][C:2]1([CH3:37])[C:10]2[C:5](=[CH:6][C:7]([NH:11][C:12]([C:14]3[C:15]([NH:20][C:21]4[CH:29]=[C:28]5[C:24]([CH:25]=[N:26][NH:27]5)=[CH:23][CH:22]=4)=[N:16][CH:17]=[CH:18][CH:19]=3)=[O:13])=[CH:8][CH:9]=2)[N:4]([CH2:30][CH:31]2[CH2:36][CH2:35][NH:34][CH2:33][CH2:32]2)[CH2:3]1.C=O.[BH3-][C:41]#N.[Na+]. Product: [CH3:1][C:2]1([CH3:37])[C:10]2[C:5](=[CH:6][C:7]([NH:11][C:12](=[O:13])[C:14]3[CH:19]=[CH:18][CH:17]=[N:16][C:15]=3[NH:20][C:21]3[CH:29]=[C:28]4[C:24]([CH:25]=[N:26][NH:27]4)=[CH:23][CH:22]=3)=[CH:8][CH:9]=2)[N:4]([CH2:30][CH:31]2[CH2:36][CH2:35][N:34]([CH3:41])[CH2:33][CH2:32]2)[CH2:3]1. The catalyst class is: 14. (3) Reactant: [Cl:1][C:2]1[CH:11]=[CH:10][C:5]([CH:6]=[CH:7][CH:8]=O)=[CH:4][CH:3]=1.[F:12][C:13]1[CH:14]=[C:15]([CH:18]=[CH:19][C:20]=1[F:21])[CH2:16][NH2:17].C(O[BH-](OC(=O)C)OC(=O)C)(=O)C.[Na+]. Product: [Cl:1][C:2]1[CH:11]=[CH:10][C:5]([CH:6]=[CH:7][CH2:8][NH:17][CH2:16][C:15]2[CH:18]=[CH:19][C:20]([F:21])=[C:13]([F:12])[CH:14]=2)=[CH:4][CH:3]=1. The catalyst class is: 68. (4) Reactant: Br[CH2:2][CH:3]1[CH2:5][CH2:4]1.[Br:6][C:7]1[CH:12]=[C:11]([OH:13])[CH:10]=[CH:9][C:8]=1[CH2:14][C:15]([OH:17])=[O:16].C(=O)([O-])[O-].[K+].[K+]. Product: [Br:6][C:7]1[CH:12]=[C:11]([O:13][CH2:2][CH:3]2[CH2:5][CH2:4]2)[CH:10]=[CH:9][C:8]=1[CH2:14][C:15]([O:17][CH2:2][CH:3]1[CH2:5][CH2:4]1)=[O:16]. The catalyst class is: 3. (5) Reactant: C(N(CC)CC)C.[C:8]1([C:17]2[CH:22]=[CH:21][CH:20]=[CH:19][CH:18]=2)[CH:13]=[CH:12][C:11]([C:14](Cl)=[O:15])=[CH:10][CH:9]=1.[NH2:23][C:24]1[CH:28]=[CH:27][S:26][C:25]=1[C:29]([O:31][CH3:32])=[O:30].O. Product: [C:8]1([C:17]2[CH:22]=[CH:21][CH:20]=[CH:19][CH:18]=2)[CH:13]=[CH:12][C:11]([C:14]([NH:23][C:24]2[CH:28]=[CH:27][S:26][C:25]=2[C:29]([O:31][CH3:32])=[O:30])=[O:15])=[CH:10][CH:9]=1. The catalyst class is: 4. (6) Product: [CH:25]1([CH3:24])[CH2:26][CH2:27][CH:28]([CH:32]([CH3:33])[CH3:34])[CH:29]([OH:31])[CH2:30]1. Reactant: C(O)[C@H]1O[C@H](O[C@H]2O[C@H](CO)[C@@H](O)[C@H](O)[C@H]2O)[C@H](O)[C@@H](O)[C@@H]1O.[CH3:24][C@H:25]1[CH2:30][C@@H:29]([OH:31])[C@H:28]([CH:32]([CH3:34])[CH3:33])[CH2:27][CH2:26]1. The catalyst class is: 6. (7) Reactant: Cl[C:2]1[N:13]=[CH:12][CH:11]=[CH:10][C:3]=1[C:4]([O:6][CH:7]([CH3:9])[CH3:8])=[O:5].[NH:14]1[CH2:18][CH2:17][C@H:16]([NH:19][C:20](=[O:26])[O:21][C:22]([CH3:25])([CH3:24])[CH3:23])[CH2:15]1.CCN(CC)CC. Product: [CH3:25][C:22]([O:21][C:20]([NH:19][C@H:16]1[CH2:17][CH2:18][N:14]([C:2]2[C:3]([C:4]([O:6][CH:7]([CH3:9])[CH3:8])=[O:5])=[CH:10][CH:11]=[CH:12][N:13]=2)[CH2:15]1)=[O:26])([CH3:23])[CH3:24]. The catalyst class is: 1. (8) Reactant: [C:1]([C:4]1[C:22](=[O:23])[C@@:8]2([CH3:24])[C:9]3[C:15]([OH:16])=[CH:14][C:13]([O:17][CH3:18])=[C:12]([C:19]([NH2:21])=[O:20])[C:10]=3[O:11][C:7]2=[CH:6][C:5]=1[OH:25])(=[O:3])[CH3:2].F[C:27]1[C:28]([CH3:35])=[C:29]([CH:32]=[CH:33][CH:34]=1)[CH:30]=O.C([SiH](CC)CC)C.[F:43]C(F)(F)C(O)=O. Product: [C:1]([C:4]1[C:22](=[O:23])[C@@:8]2([CH3:24])[C:9]3[C:15]([OH:16])=[CH:14][C:13]([O:17][CH3:18])=[C:12]([C:19]([NH:21][CH2:30][CH:29]4[CH:32]=[CH:33][CH:34]=[CH:27][C:28]4([F:43])[CH3:35])=[O:20])[C:10]=3[O:11][C:7]2=[CH:6][C:5]=1[OH:25])(=[O:3])[CH3:2]. The catalyst class is: 10.